This data is from Peptide-MHC class II binding affinity with 134,281 pairs from IEDB. The task is: Regression. Given a peptide amino acid sequence and an MHC pseudo amino acid sequence, predict their binding affinity value. This is MHC class II binding data. (1) The peptide sequence is MSMASSSSSSLLAMA. The MHC is HLA-DPA10301-DPB10402 with pseudo-sequence HLA-DPA10301-DPB10402. The binding affinity (normalized) is 0.404. (2) The peptide sequence is SKSDDQIWLSQWFMN. The MHC is DRB1_0301 with pseudo-sequence DRB1_0301. The binding affinity (normalized) is 0.315. (3) The peptide sequence is IGRIAETILGYNPSA. The MHC is H-2-IEk with pseudo-sequence H-2-IEk. The binding affinity (normalized) is 0.235. (4) The peptide sequence is EIVDLMCHAT. The MHC is HLA-DQA10401-DQB10402 with pseudo-sequence HLA-DQA10401-DQB10402. The binding affinity (normalized) is 0.0654. (5) The binding affinity (normalized) is 0.925. The peptide sequence is EKQYFAATQFEPLAA. The MHC is HLA-DPA10103-DPB10401 with pseudo-sequence HLA-DPA10103-DPB10401. (6) The peptide sequence is VLGLPAIKAWVAKRP. The MHC is DRB3_0202 with pseudo-sequence DRB3_0202. The binding affinity (normalized) is 0.144. (7) The peptide sequence is QRGNFKGQKRIKCF. The MHC is DRB1_1101 with pseudo-sequence DRB1_1101. The binding affinity (normalized) is 0.605. (8) The peptide sequence is EKKYFAATQFEPGAA. The MHC is DRB1_1001 with pseudo-sequence DRB1_1001. The binding affinity (normalized) is 0.567. (9) The peptide sequence is NDVSTYASGKVWGQK. The MHC is HLA-DPA10201-DPB11401 with pseudo-sequence HLA-DPA10201-DPB11401. The binding affinity (normalized) is 0.0828. (10) The peptide sequence is LDAAYSVAYKAAVGA. The MHC is DRB4_0101 with pseudo-sequence DRB4_0103. The binding affinity (normalized) is 0.191.